Dataset: Full USPTO retrosynthesis dataset with 1.9M reactions from patents (1976-2016). Task: Predict the reactants needed to synthesize the given product. (1) Given the product [O:19]1[C:24]2[CH:25]=[CH:26][CH:27]=[CH:28][C:23]=2[N:22]([C:15](=[O:17])[CH2:14][C:9]2[NH:10][C:11](=[O:13])[CH:12]=[C:7]([N:1]3[CH2:2][CH2:3][O:4][CH2:5][CH2:6]3)[N:8]=2)[CH2:21][CH2:20]1, predict the reactants needed to synthesize it. The reactants are: [N:1]1([C:7]2[N:8]=[C:9]([CH2:14][C:15]([O-:17])=O)[NH:10][C:11](=[O:13])[CH:12]=2)[CH2:6][CH2:5][O:4][CH2:3][CH2:2]1.[Na+].[O:19]1[C:24]2[CH:25]=[CH:26][CH:27]=[CH:28][C:23]=2[NH:22][CH2:21][CH2:20]1. (2) Given the product [CH3:36][N:32]1[CH:33]=[CH:34][N:35]=[C:31]1[C:18]1[CH:19]=[CH:20][C:15]([C:13]([N:9]2[CH2:10][CH2:11][CH2:12][C@H:8]2[CH2:7][N:3]2[CH2:4][CH2:5][CH2:6][C@H:2]2[CH3:1])=[O:14])=[CH:16][CH:17]=1, predict the reactants needed to synthesize it. The reactants are: [CH3:1][C@@H:2]1[CH2:6][CH2:5][CH2:4][N:3]1[CH2:7][C@@H:8]1[CH2:12][CH2:11][CH2:10][N:9]1[C:13]([C:15]1[CH:20]=[CH:19][C:18](B2OC(C)(C)C(C)(C)O2)=[CH:17][CH:16]=1)=[O:14].Br[C:31]1[N:32]([CH3:36])[CH:33]=[CH:34][N:35]=1. (3) Given the product [C:4]([C:3]1[C:6]([O:10][CH:11]2[CH2:12][CH2:13][CH2:14]2)=[CH:7][CH:8]=[CH:9][C:2]=1[NH:1][C:24]([NH:23][C:15](=[O:22])[C:16]1[CH:17]=[CH:18][CH:19]=[CH:20][CH:21]=1)=[O:25])#[N:5], predict the reactants needed to synthesize it. The reactants are: [NH2:1][C:2]1[CH:9]=[CH:8][CH:7]=[C:6]([O:10][CH:11]2[CH2:14][CH2:13][CH2:12]2)[C:3]=1[C:4]#[N:5].[C:15]([N:23]=[C:24]=[O:25])(=[O:22])[C:16]1[CH:21]=[CH:20][CH:19]=[CH:18][CH:17]=1.